This data is from Catalyst prediction with 721,799 reactions and 888 catalyst types from USPTO. The task is: Predict which catalyst facilitates the given reaction. (1) Reactant: [NH:1]1[CH2:6][CH2:5][CH:4]([CH2:7][OH:8])[CH2:3][CH2:2]1.[CH:9]([N:12]=[C:13]=[O:14])([CH3:11])[CH3:10]. Product: [CH:9]([NH:12][C:13]([N:1]1[CH2:6][CH2:5][CH:4]([CH2:7][OH:8])[CH2:3][CH2:2]1)=[O:14])([CH3:11])[CH3:10]. The catalyst class is: 4. (2) Reactant: [C:1]1([CH:7]([O:14][C:15](=[O:29])[C@@H:16]2[CH2:20][C@@H:19](O)[CH2:18][N:17]2[C:22]([O:24][C:25]([CH3:28])([CH3:27])[CH3:26])=[O:23])[C:8]2[CH:13]=[CH:12][CH:11]=[CH:10][CH:9]=2)[CH:6]=[CH:5][CH:4]=[CH:3][CH:2]=1.C1(P(C2C=CC=CC=2)C2C=CC=CC=2)C=CC=CC=1.[C:49]([N:57]1[C:62](=[O:63])[C:61]([CH3:64])=[CH:60][NH:59][C:58]1=[O:65])(=[O:56])[C:50]1[CH:55]=[CH:54][CH:53]=[CH:52][CH:51]=1.CCOC(/N=N/C(OCC)=O)=O. Product: [C:1]1([CH:7]([O:14][C:15](=[O:29])[C@@H:16]2[CH2:20][C@H:19]([N:59]3[CH:60]=[C:61]([CH3:64])[C:62](=[O:63])[N:57]([C:49](=[O:56])[C:50]4[CH:55]=[CH:54][CH:53]=[CH:52][CH:51]=4)[C:58]3=[O:65])[CH2:18][N:17]2[C:22]([O:24][C:25]([CH3:28])([CH3:27])[CH3:26])=[O:23])[C:8]2[CH:9]=[CH:10][CH:11]=[CH:12][CH:13]=2)[CH:2]=[CH:3][CH:4]=[CH:5][CH:6]=1. The catalyst class is: 1. (3) Reactant: [NH:1]1[C:9]2[C:4](=[CH:5][C:6]([NH:10][C:11]3[C:20]4[C:15](=[CH:16][CH:17]=[CH:18][CH:19]=4)[N:14]=[C:13]([C:21]4[CH:22]=[C:23]([CH:41]=[CH:42][CH:43]=4)[O:24][CH2:25][C:26]([NH:28][C@H:29]4[CH2:33][CH2:32][N:31](C(OC(C)(C)C)=O)[CH2:30]4)=[O:27])[N:12]=3)=[CH:7][CH:8]=2)[CH:3]=[N:2]1.C(O)(C(F)(F)F)=O. Product: [NH:1]1[C:9]2[C:4](=[CH:5][C:6]([NH:10][C:11]3[C:20]4[C:15](=[CH:16][CH:17]=[CH:18][CH:19]=4)[N:14]=[C:13]([C:21]4[CH:22]=[C:23]([CH:41]=[CH:42][CH:43]=4)[O:24][CH2:25][C:26]([NH:28][C@H:29]4[CH2:33][CH2:32][NH:31][CH2:30]4)=[O:27])[N:12]=3)=[CH:7][CH:8]=2)[CH:3]=[N:2]1. The catalyst class is: 2. (4) Reactant: [CH2:1]([O:3][C:4](=[O:20])[CH2:5][CH:6]([N:10]1[C:14]2[CH:15]=[CH:16][CH:17]=[CH:18][C:13]=2[NH:12][C:11]1=[O:19])[CH2:7][CH2:8][CH3:9])[CH3:2].[CH3:21][N:22]1[C:30]2[C:25](=[CH:26][CH:27]=[CH:28][C:29]=2[CH2:31]O)[C:24]([CH3:33])=[C:23]1[CH3:34].N(C(OC(C)C)=O)=NC(OC(C)C)=O.C1(P(C2C=CC=CC=2)C2C=CC=CC=2)C=CC=CC=1. Product: [CH2:1]([O:3][C:4](=[O:20])[CH2:5][CH:6]([N:10]1[C:14]2[CH:15]=[CH:16][CH:17]=[CH:18][C:13]=2[N:12]([CH2:31][C:29]2[CH:28]=[CH:27][CH:26]=[C:25]3[C:30]=2[N:22]([CH3:21])[C:23]([CH3:34])=[C:24]3[CH3:33])[C:11]1=[O:19])[CH2:7][CH2:8][CH3:9])[CH3:2]. The catalyst class is: 1. (5) Reactant: [F:1][C:2]1[CH:7]=[C:6]([F:8])[CH:5]=[CH:4][C:3]=1[C:9]1[CH:14]=[C:13]([N:15]2[C:19]3[CH:20]=[CH:21][C:22]([C:24]4[CH:25]=[N:26][N:27]([CH2:29][CH2:30][O:31]C5CCCCO5)[CH:28]=4)=[CH:23][C:18]=3[N:17]=[CH:16]2)[CH:12]=[C:11]([NH:38][S:39]([CH3:42])(=[O:41])=[O:40])[CH:10]=1.C(Cl)(=O)C. Product: [F:1][C:2]1[CH:7]=[C:6]([F:8])[CH:5]=[CH:4][C:3]=1[C:9]1[CH:14]=[C:13]([N:15]2[C:19]3[CH:20]=[CH:21][C:22]([C:24]4[CH:25]=[N:26][N:27]([CH2:29][CH2:30][OH:31])[CH:28]=4)=[CH:23][C:18]=3[N:17]=[CH:16]2)[CH:12]=[C:11]([NH:38][S:39]([CH3:42])(=[O:41])=[O:40])[CH:10]=1. The catalyst class is: 5. (6) The catalyst class is: 9. Reactant: F[C:2](F)(F)[C:3]([OH:5])=O.[C:8]([C:10](=[CH:39][CH:40]([CH3:42])[CH3:41])[C:11]([N:13]1[CH2:17][CH2:16][CH2:15][C@@H:14]1[CH2:18][N:19]1[C:23]2[CH:24]=[CH:25][CH:26]=[CH:27][C:22]=2[N:21]=[C:20]1[NH:28]C(C1SC(C(F)F)=CC=1)=O)=[O:12])#[N:9].CCN(C(C)C)C(C)C.CN(C(ON1N=NC2C=CC=NC1=2)=[N+](C)C)C.F[P-](F)(F)(F)(F)F.[C:76]([C:78](=[CH:82][CH:83](C)[CH3:84])[C:79](O)=O)#N. Product: [C:8]([C:10](=[CH:39][CH:40]([CH3:41])[CH3:42])[C:11]([N:13]1[CH2:17][CH2:16][CH2:15][C@@H:14]1[CH2:18][N:19]1[C:23]2[CH:24]=[CH:25][CH:26]=[CH:27][C:22]=2[N:21]=[C:20]1[NH:28][C:3](=[O:5])[C:2]1[CH:84]=[CH:83][CH:82]=[C:78]([CH3:79])[CH:76]=1)=[O:12])#[N:9]. (7) The catalyst class is: 2. Product: [CH3:1][O:2][C:3]1[CH:4]=[C:5]2[C:10](=[CH:11][C:12]=1[O:13][CH3:14])[N:9]=[CH:8][CH:7]=[C:6]2[O:15][C:16]1[CH:22]=[CH:21][C:19]([NH:20][C:41](=[O:47])[O:42][CH:43]([C:59]2[CH:55]=[CH:54][CH:53]=[C:52]([O:51][C:50]([F:49])([F:61])[F:62])[CH:60]=2)[CH3:23])=[CH:18][CH:17]=1. Reactant: [CH3:1][O:2][C:3]1[CH:4]=[C:5]2[C:10](=[CH:11][C:12]=1[O:13][CH3:14])[N:9]=[CH:8][CH:7]=[C:6]2[O:15][C:16]1[CH:22]=[CH:21][C:19]([NH2:20])=[CH:18][CH:17]=1.[C:23]1(C)C=CC=CC=1.C(N(CC)CC)C.ClC(Cl)(O[C:41](=[O:47])[O:42][C:43](Cl)(Cl)Cl)Cl.[F:49][C:50]([F:62])([F:61])[O:51][C:52]1[CH:60]=[CH:59][C:55](C(O)C)=[CH:54][CH:53]=1.